Regression. Given a target protein amino acid sequence and a drug SMILES string, predict the binding affinity score between them. We predict pKd (pKd = -log10(Kd in M); higher means stronger binding). Dataset: bindingdb_kd. From a dataset of Drug-target binding data from BindingDB using Kd measurements. (1) The drug is Cc1ccc(Nc2nccc(-c3ccnc(N4CCN(CC[NH3+])CC4)c3)n2)cc1Cl. The target protein (P77173) has sequence MMQDLRLILIIVGAIAIIALLVHGFWTSRKERSSMFRDRPLKRMKSKRDDDSYDEDVEDDEGVGEVRVHRVNHAPANAQEHEAARPSPQHQYQPPYASAQPRQPVQQPPEAQVPPQHAPHPAQPVQQPAYQPQPEQPLQQPVSPQVAPAPQPVHSAPQPAQQAFQPAEPVAAPQPEPVAEPAPVMDKPKRKEAVIIMNVAAHHGSELNGELLLNSIQQAGFIFGDMNIYHRHLSPDGSGPALFSLANMVKPGTFDPEMKDFTTPGVTIFMQVPSYGDELQNFKLMLQSAQHIADEVGGVVLDDQRRMMTPQKLREYQDIIREVKDANA. The pKd is 4.9. (2) The small molecule is CO[C@@H]1[C@H](N(C)C(=O)c2ccccc2)C[C@H]2O[C@]1(C)n1c3ccccc3c3c4c(c5c6ccccc6n2c5c31)C(=O)N[C@H]4O. The target protein (O95382) has sequence MAGPCPRSGAERAGSCWQDPLAVALSRGRQLAAPPGRGCARSRPLSVVYVLTREPQPGLEPREGTEAEPLPLRCLREACAQVPRPRPPPQLRSLPFGTLELGDTAALDAFYNADVVVLEVSSSLVQPSLFYHLGVRESFSMTNNVLLCSQADLPDLQALREDVFQKNSDCVGSYTLIPYVVTATGRVLCGDAGLLRGLADGLVQAGVGTEALLTPLVGRLARLLEATPTDSCGYFRETIRRDIRQARERFSGPQLRQELARLQRRLDSVELLSPDIIMNLLLSYRDVQDYSAIIELVETLQALPTCDVAEQHNVCFHYTFALNRRNRPGDRAKALSVLLPLVQLEGSVAPDLYCMCGRIYKDMFFSSGFQDAGHREQAYHWYRKAFDVEPSLHSGINAAVLLIAAGQHFEDSKELRLIGMKLGCLLARKGCVEKMQYYWDVGFYLGAQILANDPTQVVLAAEQLYKLNAPIWYLVSVMETFLLYQHFRPTPEPPGGPPRR.... The pKd is 5.0. (3) The compound is COc1ccc2[nH]cc(CCNC(=O)[C@H](Cc3ccncc3)NC(=O)[C@H](Cc3ccc(Cl)cc3)NC(=O)[C@H](Cc3c[nH]c4ccc(O)cc34)NC(=O)CCCN)c2c1. The target protein sequence is NEVTLLDSRSVQGELGWIASPLEGGWEEVSIMDEKNTPIRTYQVCNVMEPSQNNWLRTDWITREGAQRVYIEIKFTLRDCNSLPGVMGTCKETFNLYYYESDNDKERFIRENQFVKIDTIAADESFTQVDIGDRIAKLNTEIRDVGPLSKKGFYLAFQDVGACIALVSVRVFYKKCPLTVR. The pKd is 7.2. (4) The small molecule is Nc1ccc(Oc2ccc3nc(-c4ccccn4)c(-c4ccccn4)nc3c2)cc1. The target protein (P9WPN5) has sequence MTSVMSHEFQLATAETWPNPWPMYRALRDHDPVHHVVPPQRPEYDYYVLSRHADVWSAARDHQTFSSAQGLTVNYGELEMIGLHDTPPMVMQDPPVHTEFRKLVSRGFTPRQVETVEPTVRKFVVERLEKLRANGGGDIVTELFKPLPSMVVAHYLGVPEEDWTQFDGWTQAIVAANAVDGATTGALDAVGSMMAYFTGLIERRRTEPADDAISHLVAAGVGADGDTAGTLSILAFTFTMVTGGNDTVTGMLGGSMPLLHRRPDQRRLLLDDPEGIPDAVEELLRLTSPVQGLARTTTRDVTIGDTTIPAGRRVLLLYGSANRDERQYGPDAAELDVTRCPRNILTFSHGAHHCLGAAAARMQCRVALTELLARCPDFEVAESRIVWSGGSYVRRPLSVPFRVTS. The pKd is 5.2. (5) The drug is NCCCOP(=O)(O)O[C@H]1[C@H](O)[C@@H](OP(=O)(O)O)[C@H](OP(=O)(O)O)[C@@H](O)[C@H]1O. The target protein (Q14573) has sequence MSEMSSFLHIGDIVSLYAEGSVNGFISTLGLVDDRCVVEPAAGDLDNPPKKFRDCLFKVCPMNRYSAQKQYWKAKQTKQDKEKIADVVLLQKLQHAAQMEQKQNDTENKKVHGDVVKYGSVIQLLHMKSNKYLTVNKRLPALLEKNAMRVTLDATGNEGSWLFIQPFWKLRSNGDNVVVGDKVILNPVNAGQPLHASNYELSDNAGCKEVNSVNCNTSWKINLFMQFRDHLEEVLKGGDVVRLFHAEQEKFLTCDEYKGKLQVFLRTTLRQSATSATSSNALWEVEVVHHDPCRGGAGHWNGLYRFKHLATGNYLAAEENPSYKGDASDPKAAGMGAQGRTGRRNAGEKIKYCLVAVPHGNDIASLFELDPTTLQKTDSFVPRNSYVRLRHLCTNTWIQSTNVPIDIEEERPIRLMLGTCPTKEDKEAFAIVSVPVSEIRDLDFANDASSMLASAVEKLNEGFISQNDRRFVIQLLEDLVFFVSDVPNNGQNVLDIMVTK.... The pKd is 6.0. (6) The compound is CO[C@H](c1ccccc1)[C@@H]1NC(=O)[C@H](C)NC(=O)[C@H](C[C@@H](C)CO)N(C)C(=O)[C@H]([C@H](O)c2cn(C(C)(C)[C@@H](O)CNCCCN)c3ccccc23)NC(=O)[C@H]([C@H](C)C=C(C)C)NC(=O)[C@H](CC(C)C)N(C)C(=O)[C@H](C(C)C)NC1=O. The target protein sequence is MFERFTDRARRVVVLAQEEARMLNHNYIGTEHILLGLIHEGEGVAAKSLESLGISLEGVRSQVEEIIGQGQQAPSGHIPYTPRAKKVLELSLREALQLGHNYIGTEHILLGLIREGEGVAAQVLVKLGAELTRVRQQVIQLLSGY. The pKd is 6.9.